This data is from Forward reaction prediction with 1.9M reactions from USPTO patents (1976-2016). The task is: Predict the product of the given reaction. (1) Given the reactants [NH:1]1[C:9]2[C:4](=[C:5](/[CH:10]=[CH:11]/[CH2:12][OH:13])[CH:6]=[CH:7][CH:8]=2)[CH:3]=[CH:2]1, predict the reaction product. The product is: [NH:1]1[C:9]2[C:4](=[C:5](/[CH:10]=[CH:11]/[CH2:12][OH:13])[CH:6]=[CH:7][CH:8]=2)[CH:3]=[CH:2]1.[NH:1]1[C:9]2[C:4](=[C:5]([CH2:10][CH2:11][CH2:12][OH:13])[CH:6]=[CH:7][CH:8]=2)[CH:3]=[CH:2]1. (2) Given the reactants [H-].[Na+].[NH2:3][C:4]1[CH:5]=[N:6][C:7]([C:10]([CH3:13])([CH3:12])[CH3:11])=[N:8][CH:9]=1.Cl[C:15]1[C:24]2[C:19](=[CH:20][CH:21]=[CH:22][CH:23]=2)[C:18]([C:25]2[CH:34]=[C:33]3[C:28]([CH:29]=[CH:30][N:31]=[CH:32]3)=[CH:27][CH:26]=2)=[CH:17][N:16]=1, predict the reaction product. The product is: [C:15]1([NH:3][C:4]2[CH:9]=[N:8][C:7]([C:10]([CH3:13])([CH3:12])[CH3:11])=[N:6][CH:5]=2)[C:24]2[C:19](=[CH:20][CH:21]=[CH:22][CH:23]=2)[C:18]([C:25]2[CH:34]=[C:33]3[C:28]([CH:29]=[CH:30][N:31]=[CH:32]3)=[CH:27][CH:26]=2)=[CH:17][N:16]=1. (3) The product is: [NH2:2][CH2:1][CH2:3][C:4]1([OH:17])[CH2:9][CH2:8][N:7]([C:10]([O:12][C:13]([CH3:15])([CH3:14])[CH3:16])=[O:11])[CH2:6][CH2:5]1. Given the reactants [C:1]([CH2:3][C:4]1([OH:17])[CH2:9][CH2:8][N:7]([C:10]([O:12][C:13]([CH3:16])([CH3:15])[CH3:14])=[O:11])[CH2:6][CH2:5]1)#[N:2].[H][H], predict the reaction product.